Predict which catalyst facilitates the given reaction. From a dataset of Catalyst prediction with 721,799 reactions and 888 catalyst types from USPTO. (1) Product: [F:41][C:38]1([F:40])[O:37][C:36]2[CH:42]=[CH:43][C:33]([CH:32]=[CH:31][C:28]3[O:29][CH:30]=[C:26]([CH2:25][O:16][C:13]4[CH:12]=[CH:11][C:10]([CH2:9][CH2:8][CH2:7][CH2:6][N:1]5[CH:5]=[CH:4][N:3]=[N:2]5)=[CH:15][CH:14]=4)[N:27]=3)=[CH:34][C:35]=2[O:39]1. The catalyst class is: 6. Reactant: [N:1]1([CH2:6][CH2:7][CH2:8][CH2:9][C:10]2[CH:15]=[CH:14][C:13]([OH:16])=[CH:12][CH:11]=2)[CH:5]=[CH:4][N:3]=[N:2]1.CN(C)C=O.[H-].[Na+].Cl[CH2:25][C:26]1[N:27]=[C:28]([CH:31]=[CH:32][C:33]2[CH:43]=[CH:42][C:36]3[O:37][C:38]([F:41])([F:40])[O:39][C:35]=3[CH:34]=2)[O:29][CH:30]=1. (2) Reactant: [Li+].[OH-].[O:3]=[C:4]1[CH2:13][CH2:12][CH2:11][C@@H:10]2[N:5]1[CH2:6][C@H:7]([C:14]([O:16]C)=[O:15])[CH2:8][CH2:9]2. Product: [O:3]=[C:4]1[CH2:13][CH2:12][CH2:11][C@@H:10]2[N:5]1[CH2:6][C@H:7]([C:14]([OH:16])=[O:15])[CH2:8][CH2:9]2. The catalyst class is: 20.